Dataset: Forward reaction prediction with 1.9M reactions from USPTO patents (1976-2016). Task: Predict the product of the given reaction. (1) Given the reactants [F:1][C:2]1[CH:10]=[CH:9][C:5]([C:6]([OH:8])=[O:7])=[CH:4][C:3]=1[SH:11].[CH3:12]O, predict the reaction product. The product is: [CH3:12][O:7][C:6](=[O:8])[C:5]1[CH:9]=[CH:10][C:2]([F:1])=[C:3]([SH:11])[CH:4]=1. (2) Given the reactants [F:1][C:2]1[C:14]([NH:15][CH2:16][C:17]2[CH:22]=[C:21]([O:23][CH3:24])[CH:20]=[C:19]([C:25]3[CH:30]=[CH:29][CH:28]=[C:27]([F:31])[CH:26]=3)[CH:18]=2)=[C:13]([F:32])[CH:12]=[CH:11][C:3]=1[O:4][CH2:5][C:6]([O:8]CC)=[O:7].[OH-].[Na+], predict the reaction product. The product is: [F:1][C:2]1[C:14]([NH:15][CH2:16][C:17]2[CH:22]=[C:21]([O:23][CH3:24])[CH:20]=[C:19]([C:25]3[CH:30]=[CH:29][CH:28]=[C:27]([F:31])[CH:26]=3)[CH:18]=2)=[C:13]([F:32])[CH:12]=[CH:11][C:3]=1[O:4][CH2:5][C:6]([OH:8])=[O:7]. (3) Given the reactants [Si:1]([O:8][C@H:9]1[CH2:13][O:12][CH2:11][C@H:10]1[O:14][C:15]1[C:33]([F:34])=[CH:32][C:31]([N+:35]([O-])=O)=[CH:30][C:16]=1[CH2:17][N:18](C)[C:19](=O)OCC1C=CC=CC=1)([C:4]([CH3:7])([CH3:6])[CH3:5])([CH3:3])[CH3:2], predict the reaction product. The product is: [Si:1]([O:8][C@H:9]1[CH2:13][O:12][CH2:11][C@H:10]1[O:14][C:15]1[C:16]([CH2:17][NH:18][CH3:19])=[CH:30][C:31]([NH2:35])=[CH:32][C:33]=1[F:34])([C:4]([CH3:7])([CH3:6])[CH3:5])([CH3:3])[CH3:2].